Dataset: CYP3A4 inhibition data for predicting drug metabolism from PubChem BioAssay. Task: Regression/Classification. Given a drug SMILES string, predict its absorption, distribution, metabolism, or excretion properties. Task type varies by dataset: regression for continuous measurements (e.g., permeability, clearance, half-life) or binary classification for categorical outcomes (e.g., BBB penetration, CYP inhibition). Dataset: cyp3a4_veith. (1) The drug is Cn1c(=O)c2c(ncn2CCO)n(C)c1=O. The result is 0 (non-inhibitor). (2) The compound is COC(=O)[C@@H]1c2cc3c(c(O)c2[C@@H](O)C[C@]1(C)O)C(=O)c1c(O)cc2c(c1C3=O)O[C@H]1O[C@@]2(C)[C@@H](O)[C@H](N(C)C)[C@H]1O. The result is 0 (non-inhibitor). (3) The compound is CN(C)CN1C(=O)S/C(=C2/C(=O)N(CN(C)C)c3ccccc32)C1=O. The result is 0 (non-inhibitor). (4) The drug is CCOCCCn1c(=N)c(C(=O)NCc2ccc3c(c2)OCO3)cc2c(=O)n3cccc(C)c3nc21. The result is 1 (inhibitor).